Dataset: Catalyst prediction with 721,799 reactions and 888 catalyst types from USPTO. Task: Predict which catalyst facilitates the given reaction. (1) The catalyst class is: 9. Product: [O:12]1[C:11]2[CH:10]=[CH:9][C:4]([C:5]([O:7][CH3:8])=[O:6])=[CH:3][C:2]=2[NH:1][CH2:21][CH2:20]1. Reactant: [NH2:1][C:2]1[CH:3]=[C:4]([CH:9]=[CH:10][C:11]=1[OH:12])[C:5]([O:7][CH3:8])=[O:6].C(=O)([O-])[O-].[K+].[K+].Br[CH:20](Br)[CH3:21]. (2) Reactant: CS([O:5][CH2:6][C@@H:7]([O:9][CH:10]1[CH2:15][CH2:14][CH2:13][CH2:12][O:11]1)[CH3:8])(=O)=O.CC(C)([O-])C.[K+].[CH3:22][N:23]1[CH:27]=[CH:26][C:25]([NH:28][C:29]2[C:38]3[C:33](=[CH:34][CH:35]=[C:36]([O:39][C:40]4[N:45]=[CH:44][C:43](O)=[CH:42][CH:41]=4)[CH:37]=3)[N:32]=[CH:31][N:30]=2)=[N:24]1.Cl. Product: [CH3:22][N:23]1[CH:27]=[CH:26][C:25]([NH:28][C:29]2[C:38]3[C:33](=[CH:34][CH:35]=[C:36]([O:39][C:40]4[CH:41]=[CH:42][C:43]([O:5][CH2:6][C@H:7]([O:9][CH:10]5[CH2:15][CH2:14][CH2:13][CH2:12][O:11]5)[CH3:8])=[CH:44][N:45]=4)[CH:37]=3)[N:32]=[CH:31][N:30]=2)=[N:24]1. The catalyst class is: 374. (3) Reactant: [C:1]([O:5][C:6]([NH:8][CH:9]([CH2:16][CH:17]([C:21]1[C:26]([F:27])=[CH:25][CH:24]=[C:23]([F:28])[C:22]=1[F:29])[C:18](=O)[CH3:19])[C:10](OC(C)C)=[O:11])=[O:7])([CH3:4])([CH3:3])[CH3:2].C([NH2:33])(C)C. Product: [C:1]([O:5][C:6](=[O:7])[NH:8][CH:9]1[CH2:16][C@@H:17]([C:21]2[C:26]([F:27])=[CH:25][CH:24]=[C:23]([F:28])[C:22]=2[F:29])[C@@H:18]([CH3:19])[NH:33][C:10]1=[O:11])([CH3:4])([CH3:3])[CH3:2]. The catalyst class is: 16. (4) Reactant: O/[CH:2]=[C:3]1\[C:4](=[O:13])[NH:5][C:6]2[C:11]\1=[CH:10][CH:9]=[C:8]([F:12])[CH:7]=2.O/C=C1\C(=O)NC2C\1=CC=CC=2.[C:26]([C:30]1[O:34][C:33]([CH3:35])=[C:32]([C:36]2[CH:37]=[C:38]([NH2:41])[NH:39][N:40]=2)[CH:31]=1)([CH3:29])([CH3:28])[CH3:27].NC1C=CNN=1. Product: [C:26]([C:30]1[O:34][C:33]([CH3:35])=[C:32]([C:36]2[CH:37]=[C:38]([NH:41][CH:2]=[C:3]3[C:11]4[C:6](=[CH:7][C:8]([F:12])=[CH:9][CH:10]=4)[NH:5][C:4]3=[O:13])[NH:39][N:40]=2)[CH:31]=1)([CH3:29])([CH3:27])[CH3:28]. The catalyst class is: 7. (5) Reactant: [C:1]([O:5][C:6](=[O:24])[NH:7][C@@H:8]1[C:14](=[O:15])[NH:13][C:12]2[CH:16]=[CH:17][CH:18]=[CH:19][C:11]=2[C:10]2[CH:20]=[CH:21][CH:22]=[CH:23][C:9]1=2)([CH3:4])([CH3:3])[CH3:2].[H-].[Na+].Br[CH2:28][C:29]([O:31][CH3:32])=[O:30].Cl. Product: [CH3:32][O:31][C:29](=[O:30])[CH2:28][N:13]1[C:14](=[O:15])[C@@H:8]([NH:7][C:6]([O:5][C:1]([CH3:4])([CH3:2])[CH3:3])=[O:24])[C:9]2[CH:23]=[CH:22][CH:21]=[CH:20][C:10]=2[C:11]2[CH:19]=[CH:18][CH:17]=[CH:16][C:12]1=2. The catalyst class is: 3. (6) Reactant: [NH2:1][C:2]1[CH:7]=[CH:6][CH:5]=[CH:4][CH:3]=1.Cl[C:9]1[C:18]2[C:13](=[CH:14][C:15]([F:22])=[C:16]([N+:19]([O-:21])=[O:20])[CH:17]=2)[N:12]=[CH:11][N:10]=1. Product: [N+:19]([C:16]1[CH:17]=[C:18]2[C:13](=[CH:14][C:15]=1[F:22])[N:12]=[CH:11][N:10]=[C:9]2[NH:1][C:2]1[CH:7]=[CH:6][CH:5]=[CH:4][CH:3]=1)([O-:21])=[O:20]. The catalyst class is: 32.